From a dataset of Reaction yield outcomes from USPTO patents with 853,638 reactions. Predict the reaction yield, written as a fraction of the theoretical maximum amount of product (1.0 means a 100% yield; for example, 0.34 means a 34% yield). (1) The product is [ClH:1].[CH:37]([O:40][C:41]1[C:49]([O:50][CH3:51])=[CH:48][CH:47]=[CH:46][C:42]=1[CH2:43][N:20]([CH3:19])[C:15](=[O:17])/[CH:14]=[CH:13]/[C:8]1[CH:9]=[N:10][C:11]2[NH:12][C:3](=[O:2])[CH2:4][CH2:5][C:6]=2[CH:7]=1)([CH3:38])[CH3:39]. The reactants are [ClH:1].[O:2]=[C:3]1[NH:12][C:11]2[N:10]=[CH:9][C:8](/[CH:13]=[CH:14]/[C:15]([OH:17])=O)=[CH:7][C:6]=2[CH2:5][CH2:4]1.Cl.[CH3:19][N:20]1CC2C=C(/C=C/C(O)=O)C=NC=2NC(=O)C1.[CH:37]([O:40][C:41]1[C:49]([O:50][CH3:51])=[CH:48][CH:47]=[CH:46][C:42]=1[CH2:43]CN)([CH3:39])[CH3:38].CNCC1C=CC2C(=CC=CC=2)C=1CCC. No catalyst specified. The yield is 0.830. (2) The reactants are [CH3:1][O:2][C:3]([C:5]1[CH:13]=[CH:12][C:8]([C:9]([OH:11])=O)=[C:7]([N+:14]([O-:16])=[O:15])[CH:6]=1)=[O:4].S(Cl)(Cl)=O.[F:21][C:22]1[CH:23]=[C:24]([CH:36]=[C:37]([F:39])[CH:38]=1)[CH2:25][C:26]1[CH:27]=[C:28]2[C:32](=[CH:33][CH:34]=1)[NH:31][N:30]=[C:29]2[NH2:35]. The catalyst is C1COCC1.N1C=CC=CC=1. The product is [F:21][C:22]1[CH:23]=[C:24]([CH:36]=[C:37]([F:39])[CH:38]=1)[CH2:25][C:26]1[CH:27]=[C:28]2[C:32](=[CH:33][CH:34]=1)[NH:31][N:30]=[C:29]2[NH:35][C:9]([C:8]1[CH:12]=[CH:13][C:5]([C:3]([O:2][CH3:1])=[O:4])=[CH:6][C:7]=1[N+:14]([O-:16])=[O:15])=[O:11]. The yield is 0.650. (3) The reactants are [Cl:1][C:2]1[CH:3]=[CH:4][C:5]2[C:6]3[CH:15]=[CH:14][NH:13][C:7]=3[C:8](=[O:12])[NH:9][C:10]=2[CH:11]=1.C([C:18]([O-:20])=[O:19])C.[Cl:21][S:22](O)(=[O:24])=[O:23]. No catalyst specified. The product is [Cl:1][C:2]1[C:3]([S:22]([Cl:21])(=[O:24])=[O:23])=[CH:4][C:5]2[C:6]3[C:15]([C:18]([OH:20])=[O:19])=[CH:14][NH:13][C:7]=3[C:8](=[O:12])[NH:9][C:10]=2[CH:11]=1. The yield is 0.900.